This data is from Reaction yield outcomes from USPTO patents with 853,638 reactions. The task is: Predict the reaction yield, written as a fraction of the theoretical maximum amount of product (1.0 means a 100% yield; for example, 0.34 means a 34% yield). (1) The reactants are [CH2:1]([O:3][C:4]1[CH:26]=[CH:25][C:7]([C:8]([NH:10][CH2:11][CH2:12][NH:13][C:14]([C:16]2[C:17]([C:21]([F:24])([F:23])[F:22])=[N:18][NH:19][CH:20]=2)=[O:15])=[O:9])=[CH:6][CH:5]=1)[CH3:2].[H-].[Na+].Br[CH2:30][CH:31]1[CH2:36][CH2:35][CH2:34][CH2:33][O:32]1.CO. The catalyst is CN(C=O)C. The product is [CH2:1]([O:3][C:4]1[CH:5]=[CH:6][C:7]([C:8]([NH:10][CH2:11][CH2:12][NH:13][C:14]([C:16]2[C:17]([C:21]([F:22])([F:23])[F:24])=[N:18][N:19]([CH2:30][CH:31]3[CH2:36][CH2:35][CH2:34][CH2:33][O:32]3)[CH:20]=2)=[O:15])=[O:9])=[CH:25][CH:26]=1)[CH3:2]. The yield is 0.200. (2) The reactants are [CH3:1][N:2]1[C:6]2=[N:7][CH:8]=[CH:9][CH:10]=[C:5]2[C:4]([CH:11]=O)=[CH:3]1.[CH3:13][N:14]1C2C(=CC=CC=2)C(C)=C1C=O. No catalyst specified. The product is [CH3:1][N:2]1[C:6]2=[N:7][CH:8]=[CH:9][CH:10]=[C:5]2[C:4]([CH2:11][NH:14][CH3:13])=[CH:3]1. The yield is 0.450.